This data is from Reaction yield outcomes from USPTO patents with 853,638 reactions. The task is: Predict the reaction yield, written as a fraction of the theoretical maximum amount of product (1.0 means a 100% yield; for example, 0.34 means a 34% yield). (1) The reactants are Cl[C:2]1[C:7]([CH3:8])=[C:6]([CH3:9])[N:5]=[C:4]([NH2:10])[N:3]=1. The catalyst is N.CO.[Pd]. The product is [CH3:9][C:6]1[C:7]([CH3:8])=[CH:2][N:3]=[C:4]([NH2:10])[N:5]=1. The yield is 0.900. (2) The reactants are [C:1]1([CH:7]([CH3:11])[C:8](O)=[O:9])[CH:6]=[CH:5][CH:4]=[CH:3][CH:2]=1.CN([CH:15]=[O:16])C.[CH2:17](N(CC)CC)[CH3:18].[CH2:24](Cl)Cl. The yield is 0.450. The catalyst is C(Cl)(=O)C(Cl)=O. The product is [CH2:17]([O:9][C:8]1[C:7]([CH3:11])([C:1]2[CH:6]=[CH:5][CH:4]=[CH:3][CH:2]=2)[C:15](=[O:16])[CH:24]=1)[CH3:18]. (3) The reactants are C(O[C:5](=[O:7])[CH3:6])(=O)C.[NH2:8][C:9]1[C:14]([Br:15])=[CH:13][CH:12]=[C:11]([CH3:16])[N:10]=1. The catalyst is O1CCOCC1. The product is [Br:15][C:14]1[C:9]([NH:8][C:5](=[O:7])[CH3:6])=[N:10][C:11]([CH3:16])=[CH:12][CH:13]=1. The yield is 0.750. (4) The yield is 0.940. The product is [Cl:1][C:2]1[CH:3]=[C:4]([CH:9]2[C:18]([C:19]([O:21][CH3:22])=[O:20])=[CH:17][C:16]3[C:11](=[CH:12][CH:13]=[CH:14][CH:15]=3)[O:10]2)[CH:5]=[CH:6][C:7]=1[Cl:8]. The catalyst is C1(C)C=CC=CC=1.C(OCC)(=O)C. The reactants are [Cl:1][C:2]1[CH:3]=[C:4]([CH:9]2[CH:18]([C:19]([O:21][CH3:22])=[O:20])[CH:17](O)[C:16]3[C:11](=[CH:12][CH:13]=[CH:14][CH:15]=3)[O:10]2)[CH:5]=[CH:6][C:7]=1[Cl:8].O.C1(C)C=CC(S(O)(=O)=O)=CC=1. (5) The reactants are [C:1]([NH:4][C:5]1[CH:13]=[CH:12][C:8]([C:9]([OH:11])=O)=[CH:7][CH:6]=1)(=[O:3])[CH3:2].[CH3:14][C:15]1[N:16]=[C:17]([NH2:26])[S:18][C:19]=1[CH2:20][CH2:21][O:22][N+:23]([O-:25])=[O:24]. No catalyst specified. The product is [C:1]([NH:4][C:5]1[CH:6]=[CH:7][C:8]([C:9]([NH:26][C:17]2[S:18][C:19]([CH2:20][CH2:21][O:22][N+:23]([O-:25])=[O:24])=[C:15]([CH3:14])[N:16]=2)=[O:11])=[CH:12][CH:13]=1)(=[O:3])[CH3:2]. The yield is 0.440. (6) The reactants are Cl.CO[C:4]([C:6]1[CH:15]=[CH:14][C:9]2[C:10]([NH2:13])=[N:11][O:12][C:8]=2[CH:7]=1)=[O:5].[CH2:16]([Mg]Br)[CH3:17].[CH2:20]1COC[CH2:21]1. No catalyst specified. The product is [NH2:13][C:10]1[C:9]2[CH:14]=[CH:15][C:6]([C:4]([OH:5])([CH2:16][CH3:17])[CH2:20][CH3:21])=[CH:7][C:8]=2[O:12][N:11]=1. The yield is 0.410. (7) The reactants are [NH:1]1[C:9]2[C:4](=[CH:5][CH:6]=[C:7]([CH:10]=[O:11])[CH:8]=2)[CH:3]=[CH:2]1.[CH:12](I)([CH3:14])[CH3:13].[H-].[Na+].Cl. The catalyst is CN(C)C=O. The product is [CH:12]([N:1]1[C:9]2[C:4](=[CH:5][CH:6]=[C:7]([CH:10]=[O:11])[CH:8]=2)[CH:3]=[CH:2]1)([CH3:14])[CH3:13]. The yield is 0.730. (8) The reactants are BrCCBr.C[Si](Cl)(C)C.[CH3:10][O:11][C:12](=[O:23])/[C:13](/I)=[CH:14]\[CH:15]1[CH2:21][CH2:20][CH2:19][CH2:18][CH2:17][CH2:16]1.C1(P(C2C=CC=CC=2)C2C=CC=CC=2)C=CC=CC=1.[Cl:43][C:44]1[CH:49]=[C:48](I)[CH:47]=[CH:46][C:45]=1[N:51]1[C:55]([CH3:56])=[N:54][N:53]=[N:52]1.[Cl-].[NH4+]. The catalyst is O1CCCC1.[Zn].C1C=CC(/C=C/C(/C=C/C2C=CC=CC=2)=O)=CC=1.C1C=CC(/C=C/C(/C=C/C2C=CC=CC=2)=O)=CC=1.[Pd]. The product is [CH3:10][O:11][C:12](=[O:23])/[C:13](/[C:48]1[CH:47]=[CH:46][C:45]([N:51]2[C:55]([CH3:56])=[N:54][N:53]=[N:52]2)=[C:44]([Cl:43])[CH:49]=1)=[CH:14]/[CH:15]1[CH2:21][CH2:20][CH2:19][CH2:18][CH2:17][CH2:16]1. The yield is 0.850. (9) The reactants are [F:1][C@@H:2]1[C@H:6]([CH:7]=[O:8])[CH2:5][N:4]([C:9]([O:11][CH2:12][C:13]2[CH:18]=[CH:17][CH:16]=[CH:15][CH:14]=2)=[O:10])[CH2:3]1.[BH4-].[Na+].Cl. The catalyst is C(Cl)Cl. The product is [F:1][C@@H:2]1[C@H:6]([CH2:7][OH:8])[CH2:5][N:4]([C:9]([O:11][CH2:12][C:13]2[CH:18]=[CH:17][CH:16]=[CH:15][CH:14]=2)=[O:10])[CH2:3]1. The yield is 0.970. (10) The reactants are [Cl:1][C:2]1[N:3]=[C:4]([N:13]2[CH2:18][CH2:17][O:16][CH2:15][CH2:14]2)[C:5]2[N:11]=[C:10](Cl)[CH:9]=[CH:8][C:6]=2[N:7]=1.[F:19][C:20]1[C:25](B2OC(C)(C)C(C)(C)O2)=[CH:24][CH:23]=[CH:22][C:21]=1[NH:35][S:36]([CH2:39][CH2:40][CH3:41])(=[O:38])=[O:37].C(=O)([O-])[O-].[K+].[K+]. The catalyst is C(#N)C.C1C=CC([P]([Pd]([P](C2C=CC=CC=2)(C2C=CC=CC=2)C2C=CC=CC=2)([P](C2C=CC=CC=2)(C2C=CC=CC=2)C2C=CC=CC=2)[P](C2C=CC=CC=2)(C2C=CC=CC=2)C2C=CC=CC=2)(C2C=CC=CC=2)C2C=CC=CC=2)=CC=1. The product is [Cl:1][C:2]1[N:3]=[C:4]([N:13]2[CH2:18][CH2:17][O:16][CH2:15][CH2:14]2)[C:5]2[N:11]=[C:10]([C:25]3[C:20]([F:19])=[C:21]([NH:35][S:36]([CH2:39][CH2:40][CH3:41])(=[O:37])=[O:38])[CH:22]=[CH:23][CH:24]=3)[CH:9]=[CH:8][C:6]=2[N:7]=1. The yield is 0.420.